Task: Predict the reaction yield, written as a fraction of the theoretical maximum amount of product (1.0 means a 100% yield; for example, 0.34 means a 34% yield).. Dataset: Reaction yield outcomes from USPTO patents with 853,638 reactions (1) The reactants are Cl.[NH2:2][C:3]1[C:4]([OH:19])=[C:5]([C:10]2[CH:15]=[CH:14][CH:13]=[C:12]([C:16]([OH:18])=[O:17])[CH:11]=2)[CH:6]=[C:7]([CH3:9])[CH:8]=1.[N:20]([O-])=O.[Na+].[CH2:24]1[C:32]2[C:27](=[CH:28][C:29]([N:33]3[C:37](=[O:38])[CH2:36][C:35]([CH3:39])=[N:34]3)=[CH:30][CH:31]=2)[CH2:26][CH2:25]1.C(=O)(O)[O-].[Na+]. The catalyst is Cl.C(O)C. The product is [OH:19][C:4]1[C:3]([NH:2][N:20]=[C:36]2[C:37](=[O:38])[N:33]([C:29]3[CH:28]=[C:27]4[C:32](=[CH:31][CH:30]=3)[CH2:24][CH2:25][CH2:26]4)[N:34]=[C:35]2[CH3:39])=[CH:8][C:7]([CH3:9])=[CH:6][C:5]=1[C:10]1[CH:15]=[CH:14][CH:13]=[C:12]([C:16]([OH:18])=[O:17])[CH:11]=1. The yield is 0.150. (2) The reactants are [F:1][C:2]([F:11])([C:7]([F:10])([F:9])[F:8])[CH2:3][CH2:4][CH2:5][OH:6].C(N(CC)CC)C.CS(Cl)(=O)=O.[C:24]([O-])(=[S:26])[CH3:25].[K+]. The catalyst is ClCCl.CC(C)=O.C(OCC)(=O)C.CCCCCC. The product is [C:24]([O:6][CH2:5][CH2:4][CH2:3][C:2]([F:11])([F:1])[C:7]([F:8])([F:9])[F:10])(=[S:26])[CH3:25]. The yield is 0.510. (3) The reactants are [CH3:1][C:2]1[C@@H:7]([CH3:8])[O:6][C@@H:5]([C:9]2[CH:14]=[CH:13][N:12]=[CH:11][C:10]=2[N+:15]([O-:17])=[O:16])[CH2:4][C:3]=1[O:18][Si](C)(C)C.Cl.[OH-].[Na+]. The catalyst is C1COCC1. The product is [CH3:8][CH:7]1[CH:2]([CH3:1])[C:3](=[O:18])[CH2:4][CH:5]([C:9]2[CH:14]=[CH:13][N:12]=[CH:11][C:10]=2[N+:15]([O-:17])=[O:16])[O:6]1. The yield is 0.730. (4) The reactants are C[O:2][C:3]1[C:12]([CH2:15][CH2:16][CH:17]([CH3:19])[CH3:18])([CH:13]=[CH2:14])[C:11]2[C:6](=[CH:7][CH:8]=[CH:9][CH:10]=2)[C:5](=[O:20])[CH:4]=1.[OH-].[Na+].Cl. The catalyst is CO. The product is [CH3:18][CH:17]([CH3:19])[CH2:16][CH2:15][C:12]1([CH:13]=[CH2:14])[C:11]2[C:6](=[CH:7][CH:8]=[CH:9][CH:10]=2)[C:5](=[O:20])[CH2:4][C:3]1=[O:2]. The yield is 0.600. (5) The reactants are Cl[S:2]([C:5]1[CH:6]=[C:7]2[C:11](=[CH:12][CH:13]=1)[NH:10][C:9](=[O:14])[CH2:8]2)(=[O:4])=[O:3].[NH3:15]. The catalyst is CO. The product is [NH2:15][S:2]([C:5]1[CH:6]=[C:7]2[C:11](=[CH:12][CH:13]=1)[NH:10][C:9](=[O:14])[CH2:8]2)(=[O:4])=[O:3]. The yield is 0.210. (6) The reactants are [C:1]([O:4][CH2:5][CH2:6][C:7]1[C:12]([N+:13]([O-])=O)=[CH:11][CH:10]=[C:9]([NH:16][C:17](=[O:32])[C:18]([F:31])([F:30])[C:19]2[C:28]3[C:23](=[CH:24][CH:25]=[CH:26][CH:27]=3)[C:22]([F:29])=[CH:21][CH:20]=2)[C:8]=1[F:33])(=[O:3])[CH3:2]. The catalyst is C(O)C.C1COCC1.[Pd]. The product is [C:1]([O:4][CH2:5][CH2:6][C:7]1[C:8]([F:33])=[C:9]([NH:16][C:17](=[O:32])[C:18]([F:30])([F:31])[C:19]2[C:28]3[C:23](=[CH:24][CH:25]=[CH:26][CH:27]=3)[C:22]([F:29])=[CH:21][CH:20]=2)[CH:10]=[CH:11][C:12]=1[NH2:13])(=[O:3])[CH3:2]. The yield is 0.830. (7) The reactants are [F:1][C:2]1[CH:3]=[CH:4][C:5]2[N:6]([C:8]([N:11]3[CH2:16][CH2:15][CH:14]([CH2:17][OH:18])[CH2:13][CH2:12]3)=[N:9][N:10]=2)[CH:7]=1.CCN(CC)CC.[CH:26]([Si:29](OS(C(F)(F)F)(=O)=O)([CH:33]([CH3:35])[CH3:34])[CH:30]([CH3:32])[CH3:31])([CH3:28])[CH3:27]. The catalyst is C(Cl)Cl. The product is [F:1][C:2]1[CH:3]=[CH:4][C:5]2[N:6]([C:8]([N:11]3[CH2:12][CH2:13][CH:14]([CH2:17][O:18][Si:29]([CH:33]([CH3:35])[CH3:34])([CH:30]([CH3:32])[CH3:31])[CH:26]([CH3:28])[CH3:27])[CH2:15][CH2:16]3)=[N:9][N:10]=2)[CH:7]=1. The yield is 0.740. (8) The reactants are [F:1][C:2]1([F:32])[CH2:6][NH:5][C@H:4]([CH2:7][N:8]2[C:12]3=[N:13][CH:14]=[N:15][C:16]([NH2:17])=[C:11]3[C:10]([C:18]3[CH:23]=[CH:22][C:21]([O:24][C:25]4[CH:30]=[CH:29][CH:28]=[CH:27][CH:26]=4)=[CH:20][C:19]=3[F:31])=[N:9]2)[CH2:3]1.[C:33]([CH2:35][C:36](O)=[O:37])#[N:34].CN(C(ON1N=NC2C=CC=NC1=2)=[N+](C)C)C.F[P-](F)(F)(F)(F)F. The catalyst is ClCCl. The product is [NH2:17][C:16]1[N:15]=[CH:14][N:13]=[C:12]2[N:8]([CH2:7][C@@H:4]3[CH2:3][C:2]([F:1])([F:32])[CH2:6][N:5]3[C:36](=[O:37])[CH2:35][C:33]#[N:34])[N:9]=[C:10]([C:18]3[CH:23]=[CH:22][C:21]([O:24][C:25]4[CH:30]=[CH:29][CH:28]=[CH:27][CH:26]=4)=[CH:20][C:19]=3[F:31])[C:11]=12. The yield is 0.770. (9) The reactants are [F:1][C:2]([F:7])([F:6])[C:3]([OH:5])=[O:4].[F:8][C:9]([F:14])([F:13])[C:10]([OH:12])=[O:11].FC(F)(F)C(O)=O.[Cl:22][C:23]1[CH:24]=[N:25][C:26]2[NH:27][C:28]3[CH:29]=[N:30][CH:31]=[C:32]([CH:53]=3)[CH2:33][CH2:34][C:35]3[CH:43]=[C:39]([NH:40][C:41]=1[N:42]=2)[CH:38]=[CH:37][C:36]=3[O:44][CH2:45][CH2:46][CH:47]1[CH2:52][CH2:51][NH:50][CH2:49][CH2:48]1.[N:54]([C:57]1[S:58][CH:59]=[C:60]([CH3:62])[CH:61]=1)=[C:55]=[O:56]. No catalyst specified. The product is [F:1][C:2]([F:7])([F:6])[C:3]([OH:5])=[O:4].[F:8][C:9]([F:14])([F:13])[C:10]([OH:12])=[O:11].[Cl:22][C:23]1[CH:24]=[N:25][C:26]2[NH:27][C:28]3[CH:29]=[N:30][CH:31]=[C:32]([CH:53]=3)[CH2:33][CH2:34][C:35]3[CH:43]=[C:39]([NH:40][C:41]=1[N:42]=2)[CH:38]=[CH:37][C:36]=3[O:44][CH2:45][CH2:46][CH:47]1[CH2:48][CH2:49][N:50]([C:55]([NH:54][C:57]2[S:58][CH:59]=[C:60]([CH3:62])[CH:61]=2)=[O:56])[CH2:51][CH2:52]1. The yield is 0.340.